This data is from Catalyst prediction with 721,799 reactions and 888 catalyst types from USPTO. The task is: Predict which catalyst facilitates the given reaction. (1) Reactant: [F:1][C:2]1[CH:7]=[CH:6][C:5]([C:8]2[CH:12]=[C:11]([C:13]([OH:15])=O)[O:10][N:9]=2)=[CH:4][CH:3]=1.[NH2:16][CH2:17][CH2:18][CH2:19][CH2:20][C:21]([O:23][CH3:24])=[O:22].ClCCl.CCN(C(C)C)C(C)C. Product: [F:1][C:2]1[CH:3]=[CH:4][C:5]([C:8]2[CH:12]=[C:11]([C:13]([NH:16][CH2:17][CH2:18][CH2:19][CH2:20][C:21]([O:23][CH3:24])=[O:22])=[O:15])[O:10][N:9]=2)=[CH:6][CH:7]=1. The catalyst class is: 13. (2) Reactant: [Br:1][C:2]1[C:10]2[C:5](=[CH:6][CH:7]=[C:8]([C:11]([NH2:13])=O)[CH:9]=2)[N:4]([CH:14]2[CH2:19][CH2:18][CH2:17][CH2:16][O:15]2)[N:3]=1.[C:20](O)(=O)C.[NH2:24][NH2:25]. Product: [NH:24]1[CH:20]=[N:13][C:11]([C:8]2[CH:9]=[C:10]3[C:5](=[CH:6][CH:7]=2)[N:4]([CH:14]2[CH2:19][CH2:18][CH2:17][CH2:16][O:15]2)[N:3]=[C:2]3[Br:1])=[N:25]1. The catalyst class is: 6. (3) Reactant: CC1N=C(C(F)(F)F)C=CC=1C(Cl)=O.[Cl:15][C:16]1[CH:21]=[CH:20][C:19]([NH:22][C:23](=[O:35])[C:24]2[CH:29]=[CH:28][C:27]([C:30]([F:33])([F:32])[F:31])=[N:26][C:25]=2[CH3:34])=[CH:18][C:17]=1[C:36]1[CH:37]=[C:38]([CH:43]=[CH:44][N:45]=1)[C:39](OC)=[O:40].[BH4-].[Na+]. Product: [Cl:15][C:16]1[CH:21]=[CH:20][C:19]([NH:22][C:23](=[O:35])[C:24]2[CH:29]=[CH:28][C:27]([C:30]([F:32])([F:31])[F:33])=[N:26][C:25]=2[CH3:34])=[CH:18][C:17]=1[C:36]1[CH:37]=[C:38]([CH2:39][OH:40])[CH:43]=[CH:44][N:45]=1. The catalyst class is: 14.